From a dataset of Catalyst prediction with 721,799 reactions and 888 catalyst types from USPTO. Predict which catalyst facilitates the given reaction. Reactant: [NH2:1][C:2]([C:4]1[N:5]=[C:6](Br)[CH:7]=[C:8]2[C:12]([CH:13]3[CH2:18][CH2:17][N:16]([C:19]([O:21][C:22]([CH3:25])([CH3:24])[CH3:23])=[O:20])[CH2:15][CH2:14]3)=[N:11][NH:10][C:9]=12)=[O:3].[C:27]1(B(O)O)[CH:32]=[CH:31][CH:30]=[CH:29][CH:28]=1.C([O-])([O-])=O.[K+].[K+]. Product: [NH2:1][C:2]([C:4]1[N:5]=[C:6]([C:27]2[CH:32]=[CH:31][CH:30]=[CH:29][CH:28]=2)[CH:7]=[C:8]2[C:12]([CH:13]3[CH2:18][CH2:17][N:16]([C:19]([O:21][C:22]([CH3:25])([CH3:24])[CH3:23])=[O:20])[CH2:15][CH2:14]3)=[N:11][NH:10][C:9]=12)=[O:3]. The catalyst class is: 128.